This data is from NCI-60 drug combinations with 297,098 pairs across 59 cell lines. The task is: Regression. Given two drug SMILES strings and cell line genomic features, predict the synergy score measuring deviation from expected non-interaction effect. (1) Drug 1: CCCS(=O)(=O)NC1=C(C(=C(C=C1)F)C(=O)C2=CNC3=C2C=C(C=N3)C4=CC=C(C=C4)Cl)F. Drug 2: C1=CN(C(=O)N=C1N)C2C(C(C(O2)CO)O)O.Cl. Cell line: HOP-92. Synergy scores: CSS=29.7, Synergy_ZIP=-0.271, Synergy_Bliss=-1.54, Synergy_Loewe=-34.9, Synergy_HSA=-2.42. (2) Drug 2: CN(C(=O)NC(C=O)C(C(C(CO)O)O)O)N=O. Synergy scores: CSS=55.1, Synergy_ZIP=0.159, Synergy_Bliss=-2.37, Synergy_Loewe=-69.5, Synergy_HSA=-2.85. Drug 1: CC1C(C(CC(O1)OC2CC(OC(C2O)C)OC3=CC4=CC5=C(C(=O)C(C(C5)C(C(=O)C(C(C)O)O)OC)OC6CC(C(C(O6)C)O)OC7CC(C(C(O7)C)O)OC8CC(C(C(O8)C)O)(C)O)C(=C4C(=C3C)O)O)O)O. Cell line: MOLT-4.